From a dataset of Full USPTO retrosynthesis dataset with 1.9M reactions from patents (1976-2016). Predict the reactants needed to synthesize the given product. (1) Given the product [CH3:1][O:2][C:3]1[CH:12]=[C:11]2[C:6]([CH:7]=[CH:8][CH:9]=[C:10]2[CH2:13][CH2:14][NH2:15])=[CH:5][CH:4]=1, predict the reactants needed to synthesize it. The reactants are: [CH3:1][O:2][C:3]1[CH:12]=[C:11]2[C:6]([CH:7]=[CH:8][CH:9]=[C:10]2[CH2:13][CH2:14][N:15]2C(=O)C3C(=CC=CC=3)C2=O)=[CH:5][CH:4]=1.[BH4-].[Na+].C(O)(=O)C. (2) Given the product [F:15][C:8]1[C:9]2[C:14](=[CH:13][CH:12]=[CH:11][CH:10]=2)[C:5]([OH:4])=[CH:6][CH:7]=1, predict the reactants needed to synthesize it. The reactants are: C([O:4][C:5]1[C:14]2[C:9](=[CH:10][CH:11]=[CH:12][CH:13]=2)[C:8]([F:15])=[CH:7][CH:6]=1)(=O)C.C(=O)([O-])[O-].[K+].[K+]. (3) Given the product [CH:44]1([N:11]([CH2:10][CH2:9][OH:8])[C:12]([C:14]2[C:19]([O:20][CH2:21][C:22]3[CH:23]=[CH:24][CH:25]=[CH:26][CH:27]=3)=[C:18]([OH:28])[N:17]=[C:16]([CH2:29][C:30]3([N:35]4[C:39]5=[N:40][CH:41]=[CH:42][CH:43]=[C:38]5[CH:37]=[CH:36]4)[CH2:34][CH2:33][CH2:32][CH2:31]3)[N:15]=2)=[O:13])[CH2:46][CH2:45]1, predict the reactants needed to synthesize it. The reactants are: [Si]([O:8][CH2:9][CH2:10][N:11]([CH:44]1[CH2:46][CH2:45]1)[C:12]([C:14]1[C:19]([O:20][CH2:21][C:22]2[CH:27]=[CH:26][CH:25]=[CH:24][CH:23]=2)=[C:18]([OH:28])[N:17]=[C:16]([CH2:29][C:30]2([N:35]3[C:39]4=[N:40][CH:41]=[CH:42][CH:43]=[C:38]4[CH:37]=[CH:36]3)[CH2:34][CH2:33][CH2:32][CH2:31]2)[N:15]=1)=[O:13])(C(C)(C)C)(C)C.[F-].C([N+](CCCC)(CCCC)CCCC)CCC. (4) Given the product [OH:33][C@H:32]([C:31]1[C:23]([CH3:22])=[C:24]2[C:28](=[CH:29][CH:30]=1)[C:27](=[O:35])[O:26][CH2:25]2)[CH2:34][N:19]1[CH2:20][CH2:21][C:15]2([O:14][CH2:13][CH2:12][N:11]([C:8]3[CH:7]=[N:6][C:5]([S:2]([CH3:1])(=[O:3])=[O:4])=[CH:10][N:9]=3)[CH2:16]2)[CH2:17][CH2:18]1, predict the reactants needed to synthesize it. The reactants are: [CH3:1][S:2]([C:5]1[N:6]=[CH:7][C:8]([N:11]2[CH2:16][C:15]3([CH2:21][CH2:20][NH:19][CH2:18][CH2:17]3)[O:14][CH2:13][CH2:12]2)=[N:9][CH:10]=1)(=[O:4])=[O:3].[CH3:22][C:23]1[C:31]([C@@H:32]2[CH2:34][O:33]2)=[CH:30][CH:29]=[C:28]2[C:24]=1[CH2:25][O:26][C:27]2=[O:35]. (5) Given the product [Br:1][C:2]1[N:7]=[C:6]([C:8]2[S:12][C:11]([C:27]3([OH:29])[CH2:26][CH2:25][C@H:24]([C:30]([O:32][CH2:33][CH3:34])=[O:31])[C@H:23]([CH3:22])[CH2:28]3)=[N:10][CH:9]=2)[CH:5]=[C:4]([CH3:13])[CH:3]=1, predict the reactants needed to synthesize it. The reactants are: [Br:1][C:2]1[N:7]=[C:6]([C:8]2[S:12][CH:11]=[N:10][CH:9]=2)[CH:5]=[C:4]([CH3:13])[CH:3]=1.[Li+].CC([N-]C(C)C)C.[CH3:22][C@@H:23]1[CH2:28][C:27](=[O:29])[CH2:26][CH2:25][C@@H:24]1[C:30]([O:32][CH2:33][CH3:34])=[O:31]. (6) Given the product [NH2:32][C:28]1[CH:27]=[C:26]([NH:25][C:20]2[C:21]3[C:16](=[C:15]([C:11]4[CH:12]=[CH:13][CH:14]=[C:9]([O:8][CH2:1][C:2]5[CH:7]=[CH:6][CH:5]=[CH:4][CH:3]=5)[CH:10]=4)[CH:24]=[CH:23][CH:22]=3)[CH:17]=[CH:18][N:19]=2)[CH:31]=[CH:30][CH:29]=1, predict the reactants needed to synthesize it. The reactants are: [CH2:1]([O:8][C:9]1[CH:10]=[C:11]([C:15]2[CH:24]=[CH:23][CH:22]=[C:21]3[C:16]=2[CH:17]=[CH:18][N:19]=[C:20]3[NH:25][C:26]2[CH:31]=[CH:30][CH:29]=[C:28]([N+:32]([O-])=O)[CH:27]=2)[CH:12]=[CH:13][CH:14]=1)[C:2]1[CH:7]=[CH:6][CH:5]=[CH:4][CH:3]=1. (7) Given the product [C:47]([C@@H:45]([C@H:43]([C:42]([OH:51])=[O:50])[OH:44])[OH:46])([OH:49])=[O:48].[CH3:1][O:2][C:3]1[C:12]([CH2:13][CH2:14][N:15]2[CH2:20][CH2:19][CH:18]([N:21]3[C:29]4[C:24](=[CH:25][CH:26]=[C:27]([C:30]([NH:32][CH3:33])=[O:31])[CH:28]=4)[CH:23]=[CH:22]3)[CH2:17][CH2:16]2)=[C:11]2[C:6]([C:7](=[O:36])[CH2:8][C:9]([CH3:34])([CH3:35])[O:10]2)=[CH:5][CH:4]=1, predict the reactants needed to synthesize it. The reactants are: [CH3:1][O:2][C:3]1[C:12]([CH2:13][CH2:14][N:15]2[CH2:20][CH2:19][CH:18]([N:21]3[C:29]4[C:24](=[CH:25][CH:26]=[C:27]([C:30]([NH:32][CH3:33])=[O:31])[CH:28]=4)[CH:23]=[CH:22]3)[CH2:17][CH2:16]2)=[C:11]2[C:6]([C:7](=[O:36])[CH2:8][C:9]([CH3:35])([CH3:34])[O:10]2)=[CH:5][CH:4]=1.O1CCCC1.[C:42]([OH:51])(=[O:50])[C@@H:43]([C@H:45]([C:47]([OH:49])=[O:48])[OH:46])[OH:44]. (8) Given the product [N+:21]([C:18]1[CH:19]=[CH:20][C:13]([O:1][CH:2]2[CH2:5][O:4][CH2:3]2)=[C:14]([CH:17]=1)[C:15]#[N:16])([O-:23])=[O:22], predict the reactants needed to synthesize it. The reactants are: [OH:1][CH:2]1[CH2:5][O:4][CH2:3]1.CC(C)([O-])C.[K+].F[C:13]1[CH:20]=[CH:19][C:18]([N+:21]([O-:23])=[O:22])=[CH:17][C:14]=1[C:15]#[N:16]. (9) Given the product [CH2:1]([N:3]1[C:8]2[N:9]=[C:10]([NH:13][C:14]3[CH:19]=[CH:18][C:17]([OH:20])=[CH:16][CH:15]=3)[N:11]=[CH:12][C:7]=2[CH:6]=[CH:5][C:4]1=[O:22])[CH3:2], predict the reactants needed to synthesize it. The reactants are: [CH2:1]([N:3]1[C:8]2[N:9]=[C:10]([NH:13][C:14]3[CH:19]=[CH:18][C:17]([O:20]C)=[CH:16][CH:15]=3)[N:11]=[CH:12][C:7]=2[CH:6]=[CH:5][C:4]1=[O:22])[CH3:2].Br. (10) Given the product [O:21]=[C:8]1[C:9]2[C:14](=[CH:13][CH:12]=[C:11]([C:17]([O:19][CH3:20])=[O:18])[CH:10]=2)[CH:15]=[CH:16][N:7]1[CH2:6][CH:2]=[O:1], predict the reactants needed to synthesize it. The reactants are: [O:1]1CCO[CH:2]1[CH2:6][N:7]1[CH:16]=[CH:15][C:14]2[C:9](=[CH:10][C:11]([C:17]([O:19][CH3:20])=[O:18])=[CH:12][CH:13]=2)[C:8]1=[O:21].Cl.